This data is from Reaction yield outcomes from USPTO patents with 853,638 reactions. The task is: Predict the reaction yield, written as a fraction of the theoretical maximum amount of product (1.0 means a 100% yield; for example, 0.34 means a 34% yield). (1) The reactants are [CH3:1][C:2]1[O:6][N:5]=[C:4]([C:7]2[CH:12]=[CH:11][CH:10]=[CH:9][CH:8]=2)[C:3]=1[C:13]1[O:17][C:16]([C:18]2[CH:27]=[CH:26]C3N[C:23](=O)[NH:24][C:20]=3[CH:19]=2)=[N:15][N:14]=1.IC.C[Si]([N-][Si](C)(C)C)(C)C.[K+].[CH3:40][N:41]([CH:43]=[O:44])[CH3:42]. The catalyst is C(OCC)(=O)C. The product is [CH3:40][N:41]1[C:42]2[CH:26]=[CH:27][C:18]([C:16]3[O:17][C:13]([C:3]4[C:4]([C:7]5[CH:12]=[CH:11][CH:10]=[CH:9][CH:8]=5)=[N:5][O:6][C:2]=4[CH3:1])=[N:14][N:15]=3)=[CH:19][C:20]=2[N:24]([CH3:23])[C:43]1=[O:44]. The yield is 0.130. (2) The reactants are Cl[C:2]1[CH:26]=[CH:25][C:5]([C:6]([NH:8][C:9]2[N:24]=[C:12]3[CH:13]=[CH:14][CH:15]=[C:16]([NH:17][CH:18]4[CH2:23][CH2:22][CH2:21][CH2:20][CH2:19]4)[N:11]3[N:10]=2)=[O:7])=[CH:4][N:3]=1.[NH2:27][CH2:28][CH2:29][CH2:30][OH:31].C(N(CC)C(C)C)(C)C. The catalyst is C(O)CCC. The product is [CH:18]1([NH:17][C:16]2[N:11]3[N:10]=[C:9]([NH:8][C:6](=[O:7])[C:5]4[CH:25]=[CH:26][C:2]([NH:27][CH2:28][CH2:29][CH2:30][OH:31])=[N:3][CH:4]=4)[N:24]=[C:12]3[CH:13]=[CH:14][CH:15]=2)[CH2:23][CH2:22][CH2:21][CH2:20][CH2:19]1. The yield is 0.300. (3) The reactants are [Cl:1][C:2]1[CH:3]=[N:4][CH:5]=[C:6]([Cl:18])[C:7]=1[CH2:8][C@H:9]1[CH2:13][C:12]2([CH2:17][CH:16]=[CH:15][CH2:14]2)[CH2:11][NH:10]1.CO. The catalyst is CCOC(C)=O.C(Cl)Cl.[Pd]. The product is [Cl:1][C:2]1[CH:3]=[N:4][CH:5]=[C:6]([Cl:18])[C:7]=1[CH2:8][C@H:9]1[CH2:13][C:12]2([CH2:17][CH2:16][CH2:15][CH2:14]2)[CH2:11][NH:10]1. The yield is 0.585.